Task: Predict which catalyst facilitates the given reaction.. Dataset: Catalyst prediction with 721,799 reactions and 888 catalyst types from USPTO (1) Product: [C:14]1([CH2:13][CH2:12][CH2:11][CH:10]([NH:20][C:21](=[O:34])[CH2:22][CH2:23][CH2:24][CH2:25][NH2:26])[CH2:9][CH2:8][CH2:7][C:1]2[CH:2]=[CH:3][CH:4]=[CH:5][CH:6]=2)[CH:15]=[CH:16][CH:17]=[CH:18][CH:19]=1. The catalyst class is: 2. Reactant: [C:1]1([CH2:7][CH2:8][CH2:9][CH:10]([NH:20][C:21](=[O:34])[CH2:22][CH2:23][CH2:24][CH2:25][NH:26]C(OC(C)(C)C)=O)[CH2:11][CH2:12][CH2:13][C:14]2[CH:19]=[CH:18][CH:17]=[CH:16][CH:15]=2)[CH:6]=[CH:5][CH:4]=[CH:3][CH:2]=1.FC(F)(F)C(O)=O. (2) Reactant: [C:1]([N:4]1[CH2:9][CH2:8][CH:7]([C:10]([N:12]2[CH2:17][CH2:16][C@@H:15]([N:18]([C:20]([C:22]3[CH:27]=[CH:26][C:25]([O:28][CH3:29])=[CH:24][CH:23]=3)=[O:21])[CH3:19])[C@H:14]([C:30]3[CH:39]=[CH:38][C:33]([C:34]([O:36]C)=[O:35])=[CH:32][CH:31]=3)[CH2:13]2)=[O:11])[CH2:6][CH2:5]1)(=[O:3])[CH3:2].[OH-].[Na+]. Product: [C:1]([N:4]1[CH2:9][CH2:8][CH:7]([C:10]([N:12]2[CH2:17][CH2:16][C@@H:15]([N:18]([C:20]([C:22]3[CH:23]=[CH:24][C:25]([O:28][CH3:29])=[CH:26][CH:27]=3)=[O:21])[CH3:19])[C@H:14]([C:30]3[CH:31]=[CH:32][C:33]([C:34]([OH:36])=[O:35])=[CH:38][CH:39]=3)[CH2:13]2)=[O:11])[CH2:6][CH2:5]1)(=[O:3])[CH3:2]. The catalyst class is: 5. (3) Reactant: Br[CH:2]([CH2:19][CH:20]1[CH2:25][CH2:24][CH2:23][CH2:22][CH2:21]1)[C:3]([C:5]1[CH:10]=[C:9]([C:11]([CH3:14])([CH3:13])[CH3:12])[CH:8]=[C:7]([C:15]([CH3:18])([CH3:17])[CH3:16])[CH:6]=1)=O.[CH:26]([NH2:28])=O.P12(SP3(SP(SP(S3)(S1)=S)(=S)S2)=S)=[S:30].Cl. Product: [CH:20]1([CH2:19][C:2]2[S:30][CH:26]=[N:28][C:3]=2[C:5]2[CH:10]=[C:9]([C:11]([CH3:14])([CH3:13])[CH3:12])[CH:8]=[C:7]([C:15]([CH3:18])([CH3:17])[CH3:16])[CH:6]=2)[CH2:25][CH2:24][CH2:23][CH2:22][CH2:21]1. The catalyst class is: 12.